From a dataset of Forward reaction prediction with 1.9M reactions from USPTO patents (1976-2016). Predict the product of the given reaction. (1) The product is: [NH2:19][C@H:2]1[CH2:6][CH2:5][C@H:4]([CH2:7][PH:8](=[O:13])[OH:9])[CH2:3]1. Given the reactants O[C@@H:2]1[CH2:6][CH2:5][C@H:4]([CH2:7][PH:8](=[O:13])[O:9]C(C)C)[CH2:3]1.CCOC(/[N:19]=N/C(OCC)=O)=O.N=[N+]=[N-].C1(P(C2C=CC=CC=2)C2C=CC=CC=2)C=CC=CC=1, predict the reaction product. (2) Given the reactants [Cl:1][C:2]1[N:3]=[CH:4][C:5]2[NH:11][C:10](=[O:12])[CH:9]([CH3:13])[CH2:8][N:7]([CH:14]3[CH2:18][CH2:17][CH2:16][CH2:15]3)[C:6]=2[N:19]=1.[C:20](=O)([O-])[O-].[Cs+].[Cs+].CI, predict the reaction product. The product is: [Cl:1][C:2]1[N:3]=[CH:4][C:5]2[N:11]([CH3:20])[C:10](=[O:12])[CH:9]([CH3:13])[CH2:8][N:7]([CH:14]3[CH2:18][CH2:17][CH2:16][CH2:15]3)[C:6]=2[N:19]=1. (3) Given the reactants F[B-](F)(F)F.N1(OC(N(C)C)=[N+](C)C)C2C=CC=CC=2N=N1.C(N(C(C)C)C(C)C)C.[N:32]1([C:37]2[N:42]=[CH:41][C:40]([C:43]([OH:45])=O)=[CH:39][N:38]=2)[CH:36]=[CH:35][N:34]=[CH:33]1.[CH:46]1([NH:49][CH:50]2[CH2:55][CH2:54][N:53]([C:56]3[O:60][N:59]=[C:58]([C:61]4[CH:66]=[CH:65][CH:64]=[CH:63][CH:62]=4)[N:57]=3)[CH2:52][CH2:51]2)[CH2:48][CH2:47]1, predict the reaction product. The product is: [CH:46]1([N:49]([CH:50]2[CH2:51][CH2:52][N:53]([C:56]3[O:60][N:59]=[C:58]([C:61]4[CH:66]=[CH:65][CH:64]=[CH:63][CH:62]=4)[N:57]=3)[CH2:54][CH2:55]2)[C:43]([C:40]2[CH:41]=[N:42][C:37]([N:32]3[CH:36]=[CH:35][N:34]=[CH:33]3)=[N:38][CH:39]=2)=[O:45])[CH2:48][CH2:47]1. (4) Given the reactants CO[C:3](=[O:8])[CH2:4][C:5](=O)[CH3:6].[F:9][C:10]([F:26])([F:25])[C:11]1[CH:16]=[CH:15][C:14]([C:17]([F:20])([F:19])[F:18])=[CH:13][C:12]=1[C:21](=O)[CH2:22]Br.[CH:27]1([CH2:30][CH2:31][NH2:32])[CH2:29][CH2:28]1.[NH2:33][C@@H:34]1[CH2:39][CH2:38][CH2:37][CH2:36][C@H:35]1[OH:40], predict the reaction product. The product is: [OH:40][C@@H:35]1[CH2:36][CH2:37][CH2:38][CH2:39][C@H:34]1[NH:33][C:3]([C:4]1[CH:22]=[C:21]([C:12]2[CH:13]=[C:14]([C:17]([F:20])([F:19])[F:18])[CH:15]=[CH:16][C:11]=2[C:10]([F:26])([F:25])[F:9])[N:32]([CH2:31][CH2:30][CH:27]2[CH2:29][CH2:28]2)[C:5]=1[CH3:6])=[O:8].